Dataset: NCI-60 drug combinations with 297,098 pairs across 59 cell lines. Task: Regression. Given two drug SMILES strings and cell line genomic features, predict the synergy score measuring deviation from expected non-interaction effect. (1) Drug 1: C1=NC2=C(N1)C(=S)N=CN2. Drug 2: CC1CCC2CC(C(=CC=CC=CC(CC(C(=O)C(C(C(=CC(C(=O)CC(OC(=O)C3CCCCN3C(=O)C(=O)C1(O2)O)C(C)CC4CCC(C(C4)OC)O)C)C)O)OC)C)C)C)OC. Cell line: IGROV1. Synergy scores: CSS=0.158, Synergy_ZIP=-1.31, Synergy_Bliss=-1.94, Synergy_Loewe=-2.77, Synergy_HSA=-2.82. (2) Drug 1: C1=CC(=CC=C1CCCC(=O)O)N(CCCl)CCCl. Drug 2: C1=NC2=C(N1)C(=S)N=C(N2)N. Cell line: A549. Synergy scores: CSS=64.0, Synergy_ZIP=-5.39, Synergy_Bliss=-2.10, Synergy_Loewe=-1.90, Synergy_HSA=1.32.